From a dataset of Reaction yield outcomes from USPTO patents with 853,638 reactions. Predict the reaction yield, written as a fraction of the theoretical maximum amount of product (1.0 means a 100% yield; for example, 0.34 means a 34% yield). (1) The reactants are [C:1]([O:5][C:6]([N:8]1[CH:12]=[CH:11][CH:10]=[C:9]1[C:13]1[CH:25]=[CH:24][C:16]2[NH:17][C:18](=[O:23])[O:19][C:20]([CH3:22])([CH3:21])[C:15]=2[CH:14]=1)=[O:7])([CH3:4])([CH3:3])[CH3:2].ClS([N:30]=[C:31]=O)(=O)=O.CN(C=O)C.O. The catalyst is C1COCC1. The product is [C:1]([O:5][C:6]([N:8]1[C:12]([C:31]#[N:30])=[CH:11][CH:10]=[C:9]1[C:13]1[CH:25]=[CH:24][C:16]2[NH:17][C:18](=[O:23])[O:19][C:20]([CH3:22])([CH3:21])[C:15]=2[CH:14]=1)=[O:7])([CH3:4])([CH3:2])[CH3:3]. The yield is 0.520. (2) The reactants are C1(P(C2C=CC=CC=2)C2C3OC4C(=CC=CC=4P(C4C=CC=CC=4)C4C=CC=CC=4)C(C)(C)C=3C=CC=2)C=CC=CC=1.C1(OC)C=CC=CC=1.[NH2:51][C:52]1[C:57]([Br:58])=[CH:56][C:55]([CH3:59])=[CH:54][N:53]=1.I[C:61]1[CH:68]=[CH:67][C:64]([CH:65]=[O:66])=[CH:63][CH:62]=1.C(=O)([O-])[O-].[Cs+].[Cs+]. The catalyst is C([O-])(=O)C.[Pd+2].C([O-])(=O)C.O. The product is [Br:58][C:57]1[C:52]([NH:51][C:61]2[CH:68]=[CH:67][C:64]([CH:65]=[O:66])=[CH:63][CH:62]=2)=[N:53][CH:54]=[C:55]([CH3:59])[CH:56]=1. The yield is 0.230. (3) The reactants are [Cl:1][C:2]1[CH:7]=[CH:6][C:5](/[CH:8]=[C:9]2\[CH2:10][CH2:11][C:12]([CH3:17])([CH3:16])[C:13]3\2[O:15][CH2:14]3)=[CH:4][CH:3]=1.Cl. The catalyst is C1(C)C=CC=CC=1. The product is [Cl:1][C:2]1[CH:3]=[CH:4][C:5]([CH2:8][C:9]2[CH2:10][CH2:11][C:12]([CH3:17])([CH3:16])[C:13]=2[CH2:14][OH:15])=[CH:6][CH:7]=1. The yield is 0.850. (4) The yield is 0.990. The reactants are [F:1][C:2]([F:42])([F:41])[C:3]1[CH:8]=[CH:7][C:6]([N:9]2[CH2:14][CH2:13][CH:12]([O:15][C:16]3[CH:40]=[CH:39][C:19]4[N:20]=[C:21]([C:23]([NH:25][CH:26]5[CH2:31][CH2:30][N:29](C(OC(C)(C)C)=O)[CH2:28][CH2:27]5)=[O:24])[O:22][C:18]=4[CH:17]=3)[CH2:11][CH2:10]2)=[CH:5][CH:4]=1.[ClH:43]. The catalyst is O1CCOCC1. The product is [ClH:43].[ClH:43].[NH:29]1[CH2:30][CH2:31][CH:26]([NH:25][C:23]([C:21]2[O:22][C:18]3[CH:17]=[C:16]([O:15][CH:12]4[CH2:11][CH2:10][N:9]([C:6]5[CH:5]=[CH:4][C:3]([C:2]([F:42])([F:1])[F:41])=[CH:8][CH:7]=5)[CH2:14][CH2:13]4)[CH:40]=[CH:39][C:19]=3[N:20]=2)=[O:24])[CH2:27][CH2:28]1. (5) The reactants are [CH2:1]([O:8][CH2:9][C:10](Cl)=[O:11])[C:2]1[CH:7]=[CH:6][CH:5]=[CH:4][CH:3]=1.[CH3:13][O:14][C:15](=[O:26])[CH:16]([O:18][C:19]1[CH:24]=[CH:23][C:22]([NH2:25])=[CH:21][CH:20]=1)[CH3:17].C(N(CC)CC)C. The catalyst is CC(C)=O. The product is [CH3:13][O:14][C:15](=[O:26])[CH:16]([O:18][C:19]1[CH:24]=[CH:23][C:22]([NH:25][C:10](=[O:11])[CH2:9][O:8][CH2:1][C:2]2[CH:7]=[CH:6][CH:5]=[CH:4][CH:3]=2)=[CH:21][CH:20]=1)[CH3:17]. The yield is 0.598.